Dataset: NCI-60 drug combinations with 297,098 pairs across 59 cell lines. Task: Regression. Given two drug SMILES strings and cell line genomic features, predict the synergy score measuring deviation from expected non-interaction effect. (1) Drug 1: COC1=CC(=CC(=C1O)OC)C2C3C(COC3=O)C(C4=CC5=C(C=C24)OCO5)OC6C(C(C7C(O6)COC(O7)C8=CC=CS8)O)O. Drug 2: COC1=NC(=NC2=C1N=CN2C3C(C(C(O3)CO)O)O)N. Cell line: SK-OV-3. Synergy scores: CSS=22.1, Synergy_ZIP=-4.91, Synergy_Bliss=1.73, Synergy_Loewe=-67.0, Synergy_HSA=-1.93. (2) Drug 1: CCN(CC)CCNC(=O)C1=C(NC(=C1C)C=C2C3=C(C=CC(=C3)F)NC2=O)C. Drug 2: C1=NNC2=C1C(=O)NC=N2. Cell line: CCRF-CEM. Synergy scores: CSS=10.9, Synergy_ZIP=-3.78, Synergy_Bliss=-3.04, Synergy_Loewe=5.19, Synergy_HSA=0.566. (3) Drug 1: CCC1(CC2CC(C3=C(CCN(C2)C1)C4=CC=CC=C4N3)(C5=C(C=C6C(=C5)C78CCN9C7C(C=CC9)(C(C(C8N6C)(C(=O)OC)O)OC(=O)C)CC)OC)C(=O)OC)O.OS(=O)(=O)O. Drug 2: C1C(C(OC1N2C=NC(=NC2=O)N)CO)O. Cell line: MALME-3M. Synergy scores: CSS=11.7, Synergy_ZIP=-1.07, Synergy_Bliss=1.93, Synergy_Loewe=4.81, Synergy_HSA=3.69. (4) Drug 1: CNC(=O)C1=NC=CC(=C1)OC2=CC=C(C=C2)NC(=O)NC3=CC(=C(C=C3)Cl)C(F)(F)F. Drug 2: N.N.Cl[Pt+2]Cl. Cell line: SR. Synergy scores: CSS=42.1, Synergy_ZIP=-3.29, Synergy_Bliss=-4.52, Synergy_Loewe=-4.00, Synergy_HSA=-1.59. (5) Drug 1: C1CCC(CC1)NC(=O)N(CCCl)N=O. Drug 2: CC1=C(C=C(C=C1)NC(=O)C2=CC=C(C=C2)CN3CCN(CC3)C)NC4=NC=CC(=N4)C5=CN=CC=C5. Cell line: RXF 393. Synergy scores: CSS=18.2, Synergy_ZIP=-4.61, Synergy_Bliss=0.995, Synergy_Loewe=0.814, Synergy_HSA=1.14. (6) Cell line: SW-620. Drug 1: C1CCC(C1)C(CC#N)N2C=C(C=N2)C3=C4C=CNC4=NC=N3. Synergy scores: CSS=8.93, Synergy_ZIP=0.943, Synergy_Bliss=5.09, Synergy_Loewe=0.0528, Synergy_HSA=0.448. Drug 2: CCC(=C(C1=CC=CC=C1)C2=CC=C(C=C2)OCCN(C)C)C3=CC=CC=C3.C(C(=O)O)C(CC(=O)O)(C(=O)O)O. (7) Drug 1: C1CC(=O)NC(=O)C1N2CC3=C(C2=O)C=CC=C3N. Drug 2: COC1=CC(=CC(=C1O)OC)C2C3C(COC3=O)C(C4=CC5=C(C=C24)OCO5)OC6C(C(C7C(O6)COC(O7)C8=CC=CS8)O)O. Cell line: NCIH23. Synergy scores: CSS=50.3, Synergy_ZIP=3.25, Synergy_Bliss=-7.10, Synergy_Loewe=-58.4, Synergy_HSA=-5.10.